Dataset: NCI-60 drug combinations with 297,098 pairs across 59 cell lines. Task: Regression. Given two drug SMILES strings and cell line genomic features, predict the synergy score measuring deviation from expected non-interaction effect. (1) Drug 1: C1=CC(=CC=C1CCCC(=O)O)N(CCCl)CCCl. Drug 2: CCCS(=O)(=O)NC1=C(C(=C(C=C1)F)C(=O)C2=CNC3=C2C=C(C=N3)C4=CC=C(C=C4)Cl)F. Cell line: HL-60(TB). Synergy scores: CSS=45.5, Synergy_ZIP=-0.847, Synergy_Bliss=-1.47, Synergy_Loewe=-8.84, Synergy_HSA=-7.27. (2) Drug 2: CC1=CC2C(CCC3(C2CCC3(C(=O)C)OC(=O)C)C)C4(C1=CC(=O)CC4)C. Drug 1: CC(CN1CC(=O)NC(=O)C1)N2CC(=O)NC(=O)C2. Cell line: T-47D. Synergy scores: CSS=23.9, Synergy_ZIP=6.54, Synergy_Bliss=9.55, Synergy_Loewe=12.1, Synergy_HSA=12.5. (3) Drug 1: CC1C(C(=O)NC(C(=O)N2CCCC2C(=O)N(CC(=O)N(C(C(=O)O1)C(C)C)C)C)C(C)C)NC(=O)C3=C4C(=C(C=C3)C)OC5=C(C(=O)C(=C(C5=N4)C(=O)NC6C(OC(=O)C(N(C(=O)CN(C(=O)C7CCCN7C(=O)C(NC6=O)C(C)C)C)C)C(C)C)C)N)C. Drug 2: CCN(CC)CCNC(=O)C1=C(NC(=C1C)C=C2C3=C(C=CC(=C3)F)NC2=O)C. Cell line: SF-295. Synergy scores: CSS=2.93, Synergy_ZIP=-2.26, Synergy_Bliss=-2.14, Synergy_Loewe=-12.2, Synergy_HSA=-1.52. (4) Drug 1: C1C(C(OC1N2C=NC3=C(N=C(N=C32)Cl)N)CO)O. Drug 2: C1CC(C1)(C(=O)O)C(=O)O.[NH2-].[NH2-].[Pt+2]. Cell line: OVCAR-4. Synergy scores: CSS=4.99, Synergy_ZIP=-2.38, Synergy_Bliss=1.26, Synergy_Loewe=0.466, Synergy_HSA=1.93. (5) Drug 1: CN(C)N=NC1=C(NC=N1)C(=O)N. Drug 2: CC1C(C(CC(O1)OC2CC(CC3=C2C(=C4C(=C3O)C(=O)C5=C(C4=O)C(=CC=C5)OC)O)(C(=O)CO)O)N)O.Cl. Cell line: SR. Synergy scores: CSS=45.7, Synergy_ZIP=-0.613, Synergy_Bliss=-0.113, Synergy_Loewe=-4.47, Synergy_HSA=5.07. (6) Drug 1: CS(=O)(=O)C1=CC(=C(C=C1)C(=O)NC2=CC(=C(C=C2)Cl)C3=CC=CC=N3)Cl. Drug 2: CC12CCC3C(C1CCC2=O)CC(=C)C4=CC(=O)C=CC34C. Cell line: BT-549. Synergy scores: CSS=18.9, Synergy_ZIP=-1.09, Synergy_Bliss=1.54, Synergy_Loewe=-19.1, Synergy_HSA=1.51.